From a dataset of Reaction yield outcomes from USPTO patents with 853,638 reactions. Predict the reaction yield, written as a fraction of the theoretical maximum amount of product (1.0 means a 100% yield; for example, 0.34 means a 34% yield). (1) The reactants are [C:1]([C:3]1[C:4]([C:14]2[CH:19]=[CH:18][C:17]([Cl:20])=[CH:16][C:15]=2[Cl:21])=[C:5]([C:9]([O:11]CC)=[O:10])[S:6][C:7]=1[I:8])#[N:2].[OH-].[Na+]. The catalyst is O1CCCC1.O. The product is [C:1]([C:3]1[C:4]([C:14]2[CH:19]=[CH:18][C:17]([Cl:20])=[CH:16][C:15]=2[Cl:21])=[C:5]([C:9]([OH:11])=[O:10])[S:6][C:7]=1[I:8])#[N:2]. The yield is 1.00. (2) The reactants are C([O:3][C:4]([C:6]1[CH:15]=[CH:14][C:13]2[C:8](=[CH:9][CH:10]=[C:11]([C:16]3[C:24]4[C:19](=[CH:20][CH:21]=[C:22]([C:25]#[N:26])[CH:23]=4)[N:18]([CH:27]4[CH2:32][CH2:31][CH2:30][CH2:29][O:28]4)[N:17]=3)[CH:12]=2)[CH:7]=1)=[O:5])C.O.[OH-].[Li+]. The catalyst is C1COCC1.O. The product is [C:25]([C:22]1[CH:23]=[C:24]2[C:19](=[CH:20][CH:21]=1)[N:18]([CH:27]1[CH2:32][CH2:31][CH2:30][CH2:29][O:28]1)[N:17]=[C:16]2[C:11]1[CH:12]=[C:13]2[C:8](=[CH:9][CH:10]=1)[CH:7]=[C:6]([C:4]([OH:5])=[O:3])[CH:15]=[CH:14]2)#[N:26]. The yield is 1.00. (3) The reactants are Br[C:2]1[CH:3]=[C:4]([F:10])[C:5]([F:9])=[C:6]([Cl:8])[CH:7]=1.[B:11]1([B:11]2[O:15][C:14]([CH3:17])([CH3:16])[C:13]([CH3:19])([CH3:18])[O:12]2)[O:15][C:14]([CH3:17])([CH3:16])[C:13]([CH3:19])([CH3:18])[O:12]1.CC([O-])=O.[K+]. The catalyst is O1CCOCC1.C1C=CC(P(C2C=CC=CC=2)[C-]2C=CC=C2)=CC=1.C1C=CC(P(C2C=CC=CC=2)[C-]2C=CC=C2)=CC=1.Cl[Pd]Cl.[Fe+2]. The product is [Cl:8][C:6]1[CH:7]=[C:2]([B:11]2[O:15][C:14]([CH3:17])([CH3:16])[C:13]([CH3:19])([CH3:18])[O:12]2)[CH:3]=[C:4]([F:10])[C:5]=1[F:9]. The yield is 0.542. (4) The reactants are Br[C:2]1[S:20][C:5]2[C:6](=[O:19])[NH:7][C:8]([CH3:18])([CH3:17])[CH:9]([C:10]3[CH:15]=[CH:14][C:13]([Cl:16])=[CH:12][CH:11]=3)[C:4]=2[CH:3]=1.[N:21]1[CH:26]=[CH:25][C:24](B(O)O)=[CH:23][CH:22]=1.C(=O)([O-])[O-].[Cs+].[Cs+]. The catalyst is O1CCOCC1.O.C1C=CC(P(C2C=CC=CC=2)[C-]2C=CC=C2)=CC=1.C1C=CC(P(C2C=CC=CC=2)[C-]2C=CC=C2)=CC=1.Cl[Pd]Cl.[Fe+2]. The product is [Cl:16][C:13]1[CH:14]=[CH:15][C:10]([CH:9]2[C:8]([CH3:18])([CH3:17])[NH:7][C:6](=[O:19])[C:5]3[S:20][C:2]([C:24]4[CH:25]=[CH:26][N:21]=[CH:22][CH:23]=4)=[CH:3][C:4]2=3)=[CH:11][CH:12]=1. The yield is 0.130. (5) The reactants are Cl[CH2:2][CH2:3][CH2:4][CH2:5][CH:6]([C:14]1[NH:18][N:17]=[C:16]([NH:19][C:20]2[CH:25]=[CH:24][C:23]([N:26]3[C:30]([CH3:31])=[N:29][CH:28]=[N:27]3)=[C:22]([F:32])[CH:21]=2)[N:15]=1)[C:7]1[CH:12]=[CH:11][C:10]([F:13])=[CH:9][CH:8]=1.[I-].[Na+]. The catalyst is CC(C)=O. The product is [F:32][C:22]1[CH:21]=[C:20]([NH:19][C:16]2[N:15]=[C:14]3[CH:6]([C:7]4[CH:12]=[CH:11][C:10]([F:13])=[CH:9][CH:8]=4)[CH2:5][CH2:4][CH2:3][CH2:2][N:18]3[N:17]=2)[CH:25]=[CH:24][C:23]=1[N:26]1[C:30]([CH3:31])=[N:29][CH:28]=[N:27]1. The yield is 0.300. (6) The reactants are C(ON([C@H]1CN(C(OC(C)(C)C)=O)[C@H](CO)C(C)=C1)S(C1C=CC=CC=1[N+]([O-])=O)(=O)=O)C=C.[CH2:34]([O:37][N:38]([C@H:51]1[CH2:56][N:55]([C:57]([O:59][C:60]([CH3:63])([CH3:62])[CH3:61])=[O:58])[C@H:54]([CH2:64][O:65][Si](C(C)(C)C)(C)C)[C:53]([CH:73]([CH3:75])[CH3:74])=[CH:52]1)[S:39]([C:42]1[CH:47]=[CH:46][CH:45]=[CH:44][C:43]=1[N+:48]([O-:50])=[O:49])(=[O:41])=[O:40])[CH:35]=[CH2:36]. No catalyst specified. The product is [CH2:34]([O:37][N:38]([C@H:51]1[CH2:56][N:55]([C:57]([O:59][C:60]([CH3:61])([CH3:62])[CH3:63])=[O:58])[C@H:54]([CH2:64][OH:65])[C:53]([CH:73]([CH3:75])[CH3:74])=[CH:52]1)[S:39]([C:42]1[CH:47]=[CH:46][CH:45]=[CH:44][C:43]=1[N+:48]([O-:50])=[O:49])(=[O:41])=[O:40])[CH:35]=[CH2:36]. The yield is 0.870. (7) The reactants are [CH3:1][C:2]1[NH:6][C:5]2[C:7]([C:17]([O:19][CH3:20])=[O:18])=[CH:8][C:9]([N:11]3[CH2:16][CH2:15][O:14][CH2:13][CH2:12]3)=[CH:10][C:4]=2[N:3]=1.Cl[CH2:22][C:23]1[CH:28]=[CH:27][C:26]([CH3:29])=[C:25]([CH3:30])[CH:24]=1.C(=O)([O-])[O-].[K+].[K+].O. The catalyst is CN(C)C=O. The product is [CH3:30][C:25]1[CH:24]=[C:23]([CH2:22][N:3]2[C:4]3[CH:10]=[C:9]([N:11]4[CH2:12][CH2:13][O:14][CH2:15][CH2:16]4)[CH:8]=[C:7]([C:17]([O:19][CH3:20])=[O:18])[C:5]=3[N:6]=[C:2]2[CH3:1])[CH:28]=[CH:27][C:26]=1[CH3:29]. The yield is 0.760. (8) The reactants are [NH2:1][C:2]1[C:3]([C:15]([NH2:17])=[O:16])=[CH:4][C:5]2[C:13]3[C:8](=[CH:9][CH:10]=[CH:11][CH:12]=3)[NH:7][C:6]=2[N:14]=1.[Br:18]N1C(=O)CCC1=O.O. The catalyst is C(#N)C.CN(C)C=O. The product is [NH2:1][C:2]1[C:3]([C:15]([NH2:17])=[O:16])=[CH:4][C:5]2[C:13]3[C:8](=[CH:9][CH:10]=[C:11]([Br:18])[CH:12]=3)[NH:7][C:6]=2[N:14]=1. The yield is 0.400. (9) The reactants are [NH2:1][C:2]1[CH:7]=[CH:6][CH:5]=[CH:4][CH:3]=1.N1C(C)=CC=CC=1C.S(C1C=CC(C)=CC=1)(O[CH2:20][CH2:21][F:22])(=O)=O. The catalyst is CN(C=O)C.C(OCC)(=O)C. The product is [F:22][CH2:21][CH2:20][NH:1][C:2]1[CH:7]=[CH:6][CH:5]=[CH:4][CH:3]=1. The yield is 0.600. (10) The reactants are C([Li])CCC.C(NC(C)C)(C)C.[N:13]1[C:18]([CH3:19])=[CH:17][CH:16]=[CH:15][C:14]=1[CH3:20].CON(C)[C:24]([C:26]1[CH:34]=[CH:33][C:29]2[O:30][CH2:31][O:32][C:28]=2[CH:27]=1)=[O:25]. The yield is 0.870. The product is [O:30]1[C:29]2[CH:33]=[CH:34][C:26]([C:24](=[O:25])[CH2:20][C:14]3[CH:15]=[CH:16][CH:17]=[C:18]([CH3:19])[N:13]=3)=[CH:27][C:28]=2[O:32][CH2:31]1. The catalyst is C1COCC1.